This data is from Peptide-MHC class I binding affinity with 185,985 pairs from IEDB/IMGT. The task is: Regression. Given a peptide amino acid sequence and an MHC pseudo amino acid sequence, predict their binding affinity value. This is MHC class I binding data. (1) The peptide sequence is IAQLNRPAM. The MHC is HLA-A31:01 with pseudo-sequence HLA-A31:01. The binding affinity (normalized) is 0.0847. (2) The peptide sequence is IPDVIELAY. The MHC is HLA-A01:01 with pseudo-sequence HLA-A01:01. The binding affinity (normalized) is 0.204. (3) The peptide sequence is QKEEAAICGQMDLS. The MHC is HLA-B44:03 with pseudo-sequence HLA-B44:03. The binding affinity (normalized) is 0. (4) The peptide sequence is YILGFAIPI. The MHC is HLA-B27:03 with pseudo-sequence HLA-B27:03. The binding affinity (normalized) is 0.0847. (5) The peptide sequence is KGLGHDFLR. The MHC is HLA-A68:01 with pseudo-sequence HLA-A68:01. The binding affinity (normalized) is 0.0775. (6) The peptide sequence is NLPFDRPTIM. The MHC is Mamu-A01 with pseudo-sequence Mamu-A01. The binding affinity (normalized) is 0.246.